From a dataset of Full USPTO retrosynthesis dataset with 1.9M reactions from patents (1976-2016). Predict the reactants needed to synthesize the given product. (1) Given the product [CH3:1][O:2][C:3]1[CH:4]=[CH:5][C:6]([S:9]([NH:12][CH2:13][C:14]2[CH:15]=[CH:16][C:17]([CH2:18][C:19]3[CH:24]=[CH:23][C:22]([NH2:25])=[CH:21][CH:20]=3)=[CH:28][CH:29]=2)(=[O:10])=[O:11])=[CH:7][CH:8]=1, predict the reactants needed to synthesize it. The reactants are: [CH3:1][O:2][C:3]1[CH:8]=[CH:7][C:6]([S:9]([NH:12][CH2:13][C:14]2[CH:29]=[CH:28][C:17]([CH2:18][C:19]3[CH:24]=[CH:23][C:22]([N+:25]([O-])=O)=[CH:21][CH:20]=3)=[CH:16][CH:15]=2)(=[O:11])=[O:10])=[CH:5][CH:4]=1. (2) Given the product [O:1]1[CH:5]=[CH:4][CH:3]=[C:2]1[C:6]1[N:21]=[C:9]2[N:10]=[C:11]([N:15]3[CH2:20][CH2:19][N:18]([CH2:28][C:23]4[CH:24]=[CH:25][CH:26]=[CH:27][N:22]=4)[CH2:17][CH2:16]3)[N:12]=[C:13]([NH2:14])[N:8]2[N:7]=1, predict the reactants needed to synthesize it. The reactants are: [O:1]1[CH:5]=[CH:4][CH:3]=[C:2]1[C:6]1[N:21]=[C:9]2[N:10]=[C:11]([N:15]3[CH2:20][CH2:19][NH:18][CH2:17][CH2:16]3)[N:12]=[C:13]([NH2:14])[N:8]2[N:7]=1.[N:22]1[CH:27]=[CH:26][CH:25]=[CH:24][C:23]=1[CH:28]=O.C(O[BH-](OC(=O)C)OC(=O)C)(=O)C.[Na+]. (3) Given the product [Cl:14][C:4]1[N:3]=[C:2]([O:16][CH3:15])[C:7]([C:8]2[O:12][C:11]([CH3:13])=[N:10][CH:9]=2)=[CH:6][CH:5]=1, predict the reactants needed to synthesize it. The reactants are: Cl[C:2]1[C:7]([C:8]2[O:12][C:11]([CH3:13])=[N:10][CH:9]=2)=[CH:6][CH:5]=[C:4]([Cl:14])[N:3]=1.[CH3:15][O-:16].[Na+]. (4) The reactants are: O=[C:2]1[CH2:6][CH2:5][CH2:4][CH:3]1[C:7]([O:9][CH2:10][CH3:11])=[O:8].[CH3:12][C:13]([CH3:18])([CH3:17])[CH2:14][CH2:15][NH2:16]. Given the product [CH2:10]([O:9][C:7]([C:3]1[CH2:4][CH2:5][CH2:6][C:2]=1[NH:16][CH2:15][CH2:14][C:13]([CH3:18])([CH3:17])[CH3:12])=[O:8])[CH3:11], predict the reactants needed to synthesize it. (5) Given the product [C:25]([O:24][C:22]([CH2:21][O:11][C:10](=[O:12])[CH2:9][CH2:8][C:5]1[CH:4]=[CH:3][C:2]([OH:1])=[CH:7][CH:6]=1)=[O:23])([CH3:28])([CH3:27])[CH3:26], predict the reactants needed to synthesize it. The reactants are: [OH:1][C:2]1[CH:7]=[CH:6][C:5]([CH2:8][CH2:9][C:10]([OH:12])=[O:11])=[CH:4][CH:3]=1.C(N(CC)CC)C.Cl[CH2:21][C:22]([O:24][C:25]([CH3:28])([CH3:27])[CH3:26])=[O:23]. (6) Given the product [NH2:19][C:5]1[CH:4]=[CH:3][C:2]([Br:1])=[CH:7][C:6]=1[NH:8][CH2:9][CH2:10][NH:11][C:12](=[O:18])[O:13][C:14]([CH3:16])([CH3:15])[CH3:17], predict the reactants needed to synthesize it. The reactants are: [Br:1][C:2]1[CH:3]=[CH:4][C:5]([N+:19]([O-])=O)=[C:6]([NH:8][CH2:9][CH2:10][NH:11][C:12](=[O:18])[O:13][C:14]([CH3:17])([CH3:16])[CH3:15])[CH:7]=1.[Cl-].[NH4+]. (7) The reactants are: [NH2:1][C:2]1[N:7]=[C:6]([C:8]([C:10]2[C:15]([NH:16][S:17]([C:20]3[CH:25]=[CH:24][C:23]([C:26]([CH3:29])([CH3:28])[CH3:27])=[CH:22][CH:21]=3)(=[O:19])=[O:18])=[CH:14][C:13]([Cl:30])=[CH:12][N:11]=2)=[O:9])[CH:5]=[CH:4][CH:3]=1.[CH3:31][S:32](Cl)(=[O:34])=[O:33]. Given the product [C:26]([C:23]1[CH:22]=[CH:21][C:20]([S:17]([NH:16][C:15]2[C:10]([C:8]([C:6]3[CH:5]=[CH:4][CH:3]=[C:2]([NH:1][S:32]([CH3:31])(=[O:34])=[O:33])[N:7]=3)=[O:9])=[N:11][CH:12]=[C:13]([Cl:30])[CH:14]=2)(=[O:18])=[O:19])=[CH:25][CH:24]=1)([CH3:27])([CH3:29])[CH3:28], predict the reactants needed to synthesize it. (8) Given the product [CH:4]([C:3]1[C:6]([CH2:17][O:18][CH3:19])=[CH:7][C:8]([O:10][CH:11]2[CH2:16][CH2:15][CH2:14][CH2:13][O:12]2)=[CH:9][C:2]=1[O:1][S:21]([C:24]([F:27])([F:26])[F:25])(=[O:22])=[O:20])=[O:5], predict the reactants needed to synthesize it. The reactants are: [OH:1][C:2]1[CH:9]=[C:8]([O:10][CH:11]2[CH2:16][CH2:15][CH2:14][CH2:13][O:12]2)[CH:7]=[C:6]([CH2:17][O:18][CH3:19])[C:3]=1[CH:4]=[O:5].[O:20](S(C(F)(F)F)(=O)=O)[S:21]([C:24]([F:27])([F:26])[F:25])(=O)=[O:22].